From a dataset of Catalyst prediction with 721,799 reactions and 888 catalyst types from USPTO. Predict which catalyst facilitates the given reaction. (1) Reactant: C[O:2][C:3](=[O:26])/[C:4](/[C:13]1[CH:18]=[CH:17][C:16]([N:19]2[C:23]([CH3:24])=[N:22][N:21]=[N:20]2)=[C:15]([Cl:25])[CH:14]=1)=[CH:5]/[CH:6]1[CH2:12][CH2:11][CH2:10][CH2:9][CH2:8][CH2:7]1.[OH-].[Na+]. Product: [Cl:25][C:15]1[CH:14]=[C:13](/[C:4](=[CH:5]\[CH:6]2[CH2:12][CH2:11][CH2:10][CH2:9][CH2:8][CH2:7]2)/[C:3]([OH:26])=[O:2])[CH:18]=[CH:17][C:16]=1[N:19]1[C:23]([CH3:24])=[N:22][N:21]=[N:20]1. The catalyst class is: 8. (2) Reactant: [CH3:1][O:2][C:3]1[N:10]=[C:9]([CH3:11])[CH:8]=[C:7]([CH3:12])[C:4]=1[C:5]#[N:6].[Li+].[CH3:14][Si]([N-][Si](C)(C)C)(C)C.IC. Product: [CH2:12]([C:7]1[C:4]([C:5]#[N:6])=[C:3]([O:2][CH3:1])[N:10]=[C:9]([CH3:11])[CH:8]=1)[CH3:14]. The catalyst class is: 1. (3) Reactant: [CH2:1]([O:8][C:9]([N:11]1[CH:15]2[CH2:16][CH2:17][C:12]1([C:18]([OH:20])=O)[CH2:13][CH2:14]2)=[O:10])[C:2]1[CH:7]=[CH:6][CH:5]=[CH:4][CH:3]=1.[N:21]1C=CC=CC=1.CC(OC(OC(OC(C)(C)C)=O)=O)(C)C.C(=O)(O)[O-].[NH4+]. Product: [NH2:21][C:18]([C:12]12[N:11]([C:9]([O:8][CH2:1][C:2]3[CH:7]=[CH:6][CH:5]=[CH:4][CH:3]=3)=[O:10])[CH:15]([CH2:16][CH2:17]1)[CH2:14][CH2:13]2)=[O:20]. The catalyst class is: 12. (4) Reactant: [NH2:1][C:2]1[CH:10]=[C:9]2[C:5]([C:6]([Br:30])=[N:7][N:8]2[C:11]([C:24]2[CH:29]=[CH:28][CH:27]=[CH:26][CH:25]=2)([C:18]2[CH:23]=[CH:22][CH:21]=[CH:20][CH:19]=2)[C:12]2[CH:17]=[CH:16][CH:15]=[CH:14][CH:13]=2)=[CH:4][C:3]=1[CH2:31][OH:32]. Product: [NH2:1][C:2]1[CH:10]=[C:9]2[C:5]([C:6]([Br:30])=[N:7][N:8]2[C:11]([C:12]2[CH:13]=[CH:14][CH:15]=[CH:16][CH:17]=2)([C:24]2[CH:29]=[CH:28][CH:27]=[CH:26][CH:25]=2)[C:18]2[CH:19]=[CH:20][CH:21]=[CH:22][CH:23]=2)=[CH:4][C:3]=1[CH:31]=[O:32]. The catalyst class is: 177. (5) Reactant: C[O:2][C:3](=[O:37])[CH2:4][CH2:5][CH:6]1[CH:13]2[CH:9]([O:10][CH:11](/[CH:14]=[CH:15]/[C:16]3[CH:21]=[CH:20][CH:19]=[CH:18][CH:17]=3)[O:12]2)[CH:8]([N:22]2[CH:30]=[N:29][C:28]3[C:23]2=[N:24][CH:25]=[N:26][C:27]=3[NH:31][C:32]([NH:34][CH2:35][CH3:36])=[O:33])[O:7]1.O.[OH-].[Li+].C(O)(=O)C. Product: [CH2:35]([NH:34][C:32](=[O:33])[NH:31][C:27]1[N:26]=[CH:25][N:24]=[C:23]2[C:28]=1[N:29]=[CH:30][N:22]2[CH:8]1[CH:9]2[O:10][CH:11](/[CH:14]=[CH:15]/[C:16]3[CH:21]=[CH:20][CH:19]=[CH:18][CH:17]=3)[O:12][CH:13]2[CH:6]([CH2:5][CH2:4][C:3]([OH:37])=[O:2])[O:7]1)[CH3:36]. The catalyst class is: 7. (6) Reactant: [CH:1]([O:4][C:5]1[CH:13]=[CH:12][C:8]([C:9](O)=[O:10])=[CH:7][C:6]=1[CH3:14])([CH3:3])[CH3:2].S(Cl)([Cl:17])=O. Product: [CH:1]([O:4][C:5]1[CH:13]=[CH:12][C:8]([C:9]([Cl:17])=[O:10])=[CH:7][C:6]=1[CH3:14])([CH3:3])[CH3:2]. The catalyst class is: 22. (7) Reactant: [O:1]([CH2:8][C:9]1[CH:10]=[C:11]([CH:16]=[C:17]([CH2:19][O:20][C:21]2[CH:26]=[CH:25][CH:24]=[CH:23][CH:22]=2)[CH:18]=1)[C:12]([O:14]C)=[O:13])[C:2]1[CH:7]=[CH:6][CH:5]=[CH:4][CH:3]=1.[OH-].[Na+].CO. Product: [O:1]([CH2:8][C:9]1[CH:10]=[C:11]([CH:16]=[C:17]([CH2:19][O:20][C:21]2[CH:26]=[CH:25][CH:24]=[CH:23][CH:22]=2)[CH:18]=1)[C:12]([OH:14])=[O:13])[C:2]1[CH:3]=[CH:4][CH:5]=[CH:6][CH:7]=1. The catalyst class is: 1.